Predict the reactants needed to synthesize the given product. From a dataset of Full USPTO retrosynthesis dataset with 1.9M reactions from patents (1976-2016). Given the product [N+:12]([C:9]1[CH:10]=[CH:11][C:6]([CH2:5][O:4][C:2]([N:44]2[CH2:45][CH2:46][CH:41]([CH2:40][CH2:39][C:38](=[O:47])[NH:37][CH2:36][C:35]3[CH:48]=[CH:49][C:32]([C:30]([N:29]4[CH2:28][C:27]5[CH:26]=[N:25][N:24]([CH3:51])[C:23]=5[NH:22][C:21]5[CH:52]=[C:17]([Cl:16])[CH:18]=[CH:19][C:20]4=5)=[O:31])=[C:33]([CH3:50])[CH:34]=3)[CH2:42][CH2:43]2)=[O:3])=[CH:7][CH:8]=1)([O-:14])=[O:13], predict the reactants needed to synthesize it. The reactants are: Cl[C:2]([O:4][CH2:5][C:6]1[CH:11]=[CH:10][C:9]([N+:12]([O-:14])=[O:13])=[CH:8][CH:7]=1)=[O:3].Cl.[Cl:16][C:17]1[CH:18]=[CH:19][C:20]2[N:29]([C:30]([C:32]3[CH:49]=[CH:48][C:35]([CH2:36][NH:37][C:38](=[O:47])[CH2:39][CH2:40][CH:41]4[CH2:46][CH2:45][NH:44][CH2:43][CH2:42]4)=[CH:34][C:33]=3[CH3:50])=[O:31])[CH2:28][C:27]3[CH:26]=[N:25][N:24]([CH3:51])[C:23]=3[NH:22][C:21]=2[CH:52]=1.